This data is from Full USPTO retrosynthesis dataset with 1.9M reactions from patents (1976-2016). The task is: Predict the reactants needed to synthesize the given product. (1) Given the product [CH3:3][C:4]1[CH:13]=[CH:12][C:11]2[C:6](=[CH:7][CH:8]=[CH:9][C:10]=2[N:14]2[CH2:15][CH2:16][N:17]([CH2:20][CH2:21][C:22]3[C:31]4[O:30][CH2:29][C:28]5=[C:32]([C:35]([OH:37])=[O:36])[N:33]=[CH:34][N:27]5[C:26]=4[CH:25]=[CH:24][CH:23]=3)[CH2:18][CH2:19]2)[N:5]=1, predict the reactants needed to synthesize it. The reactants are: Cl.Cl.[CH3:3][C:4]1[CH:13]=[CH:12][C:11]2[C:6](=[CH:7][CH:8]=[CH:9][C:10]=2[N:14]2[CH2:19][CH2:18][N:17]([CH2:20][CH2:21][C:22]3[C:31]4[O:30][CH2:29][C:28]5=[C:32]([C:35]([O:37]CC)=[O:36])[N:33]=[CH:34][N:27]5[C:26]=4[CH:25]=[CH:24][CH:23]=3)[CH2:16][CH2:15]2)[N:5]=1.[OH-].[Na+]. (2) Given the product [Cl:38][C:32]1[CH:33]=[C:34]([F:37])[CH:35]=[CH:36][C:31]=1[C@H:19]1[C:18]([C:16]([O:15][CH3:14])=[O:17])=[C:23]([CH2:24][N:13]2[CH:7]3[CH2:6][CH:5]([C:3]([O:2][CH3:1])=[O:4])[CH2:12][CH:11]2[CH2:10][O:9][CH2:8]3)[NH:22][C:21]([C:26]2[S:27][CH:28]=[CH:29][N:30]=2)=[N:20]1, predict the reactants needed to synthesize it. The reactants are: [CH3:1][O:2][C:3]([CH:5]1[CH2:12][CH:11]2[NH:13][CH:7]([CH2:8][O:9][CH2:10]2)[CH2:6]1)=[O:4].[CH3:14][O:15][C:16]([C:18]1[C@H:19]([C:31]2[CH:36]=[CH:35][C:34]([F:37])=[CH:33][C:32]=2[Cl:38])[N:20]=[C:21]([C:26]2[S:27][CH:28]=[CH:29][N:30]=2)[NH:22][C:23]=1[CH2:24]Br)=[O:17].CCN(C(C)C)C(C)C. (3) Given the product [OH:2][C:3]1[C:8]([CH3:9])=[CH:7][C:6]([C:10]2[CH:15]=[CH:14][CH:13]=[C:12]([C:16]([O:18][CH3:19])=[O:17])[C:11]=2[CH3:20])=[C:5]([CH3:21])[CH:4]=1, predict the reactants needed to synthesize it. The reactants are: C[O:2][C:3]1[C:8]([CH3:9])=[CH:7][C:6]([C:10]2[CH:15]=[CH:14][CH:13]=[C:12]([C:16]([O:18][CH3:19])=[O:17])[C:11]=2[CH3:20])=[C:5]([CH3:21])[CH:4]=1.[Cl-].[Al+3].[Cl-].[Cl-].C(S)CCCCCCCCCCC.